Predict the reactants needed to synthesize the given product. From a dataset of Full USPTO retrosynthesis dataset with 1.9M reactions from patents (1976-2016). (1) Given the product [CH3:1][C:2]1([CH3:16])[CH2:7][O:6][CH:5]([C:8]2[CH:9]=[CH:10][CH:11]=[CH:12][CH:13]=2)[O:4][C@H:3]1[CH:14]=[O:15], predict the reactants needed to synthesize it. The reactants are: [CH3:1][C:2]1([CH3:16])[CH2:7][O:6][CH:5]([C:8]2[CH:13]=[CH:12][CH:11]=[CH:10][CH:9]=2)[O:4][C@H:3]1[CH2:14][OH:15].C(N(CC)CC)C.CS(C)=O. (2) Given the product [NH2:40][C:2]1[C:3]2[CH:10]=[CH:9][N:8]([C@@H:11]3[O:26][C@H:25]([CH2:14][O:15][CH2:16][C:17]4[CH:22]=[CH:21][C:20]([Cl:23])=[CH:19][C:18]=4[Cl:24])[C@@H:27]([O:28][CH2:29][C:30]4[CH:35]=[CH:34][C:33]([Cl:36])=[CH:32][C:31]=4[Cl:37])[C@@:12]3([CH2:38][OH:39])[OH:13])[C:4]=2[N:5]=[CH:6][N:7]=1, predict the reactants needed to synthesize it. The reactants are: Cl[C:2]1[C:3]2[CH:10]=[CH:9][N:8]([C@@H:11]3[O:26][C@H:25]([CH2:27][O:28][CH2:29][C:30]4[CH:35]=[CH:34][C:33]([Cl:36])=[CH:32][C:31]=4[Cl:37])[C@@H:14]([O:15][CH2:16][C:17]4[CH:22]=[CH:21][C:20]([Cl:23])=[CH:19][C:18]=4[Cl:24])[C@@:12]3([CH2:38][OH:39])[OH:13])[C:4]=2[N:5]=[CH:6][N:7]=1.[NH3:40]. (3) Given the product [CH3:1][C:2]1([CH3:15])[C:11]2[C:6](=[CH:7][CH:8]=[C:9]([CH:12]=[CH2:13])[CH:10]=2)/[C:5](=[N:17]/[OH:18])/[CH2:4][CH2:3]1, predict the reactants needed to synthesize it. The reactants are: [CH3:1][C:2]1([CH3:15])[C:11]2[C:6](=[CH:7][CH:8]=[C:9]([CH:12]=[CH2:13])[CH:10]=2)[C:5](=O)[CH2:4][CH2:3]1.Cl.[NH2:17][OH:18].C([O-])(=O)C.[Na+]. (4) Given the product [C:19]([O:23][C:24]([N:26]1[CH2:31][CH2:30][N:29]([C:2]2[CH:9]=[CH:8][C:7]([N+:10]([O-:12])=[O:11])=[CH:6][C:3]=2[C:4]#[N:5])[CH2:28][CH2:27]1)=[O:25])([CH3:22])([CH3:20])[CH3:21], predict the reactants needed to synthesize it. The reactants are: F[C:2]1[CH:9]=[CH:8][C:7]([N+:10]([O-:12])=[O:11])=[CH:6][C:3]=1[C:4]#[N:5].C(=O)([O-])[O-].[K+].[K+].[C:19]([O:23][C:24]([N:26]1[CH2:31][CH2:30][NH:29][CH2:28][CH2:27]1)=[O:25])([CH3:22])([CH3:21])[CH3:20]. (5) Given the product [ClH:36].[ClH:36].[CH3:1][NH:2][CH2:3][C:4]1[C:12]2[O:11][N:10]=[C:9]([CH2:13][CH2:14][CH:15]3[CH2:16][CH2:17][N:18]([CH2:21][CH:22]4[O:26][CH2:25][CH2:24][O:23]4)[CH2:19][CH2:20]3)[C:8]=2[CH:7]=[CH:6][C:5]=1[O:27][CH2:28][C:29]1[CH:34]=[CH:33][C:32]([F:35])=[CH:31][CH:30]=1, predict the reactants needed to synthesize it. The reactants are: [CH3:1][NH:2][CH2:3][C:4]1[C:12]2[O:11][N:10]=[C:9]([CH2:13][CH2:14][CH:15]3[CH2:20][CH2:19][N:18]([CH2:21][CH:22]4[O:26][CH2:25][CH2:24][O:23]4)[CH2:17][CH2:16]3)[C:8]=2[CH:7]=[CH:6][C:5]=1[O:27][CH2:28][C:29]1[CH:34]=[CH:33][C:32]([F:35])=[CH:31][CH:30]=1.[ClH:36].CC(C)=O. (6) Given the product [Cl:33][C:28]1[C:29](=[O:30])[N:24]2[N:23]([CH3:32])[CH:22]=[C:21]([C:19]([NH:18][C@@H:13]([C:4]3[CH:5]=[CH:6][C:7]([O:8][C:9]([F:10])([F:11])[F:12])=[C:2]([F:1])[CH:3]=3)[C:14]([OH:17])([CH3:15])[CH3:16])=[O:20])[C:25]2=[N:26][C:27]=1[CH3:31], predict the reactants needed to synthesize it. The reactants are: [F:1][C:2]1[CH:3]=[C:4]([C@H:13]([NH:18][C:19]([C:21]2[C:25]3=[N:26][C:27]([CH3:31])=[CH:28][C:29](=[O:30])[N:24]3[N:23]([CH3:32])[CH:22]=2)=[O:20])[C:14]([OH:17])([CH3:16])[CH3:15])[CH:5]=[CH:6][C:7]=1[O:8][C:9]([F:12])([F:11])[F:10].[Cl:33]N1C(=O)CCC1=O. (7) Given the product [C:1]1([S:11]([C:16]2[CH:24]=[CH:23][C:22]3[N:21]([CH3:25])[C:20]4[CH2:26][CH:27]5[NH:31][CH:30]([C:19]=4[C:18]=3[C:17]=2[C:32]([O:34][C:35]([CH3:38])([CH3:37])[CH3:36])=[O:33])[CH2:29][CH2:28]5)(=[O:13])=[O:12])[C:10]2[C:5](=[CH:6][CH:7]=[CH:8][CH:9]=2)[CH:4]=[CH:3][CH:2]=1, predict the reactants needed to synthesize it. The reactants are: [C:1]1([S:11]([O-:13])=[O:12])[C:10]2[C:5](=[CH:6][CH:7]=[CH:8][CH:9]=2)[CH:4]=[CH:3][CH:2]=1.[Na+].Br[C:16]1[CH:24]=[CH:23][C:22]2[N:21]([CH3:25])[C:20]3[CH2:26][CH:27]4[NH:31][CH:30]([C:19]=3[C:18]=2[C:17]=1[C:32]([O:34][C:35]([CH3:38])([CH3:37])[CH3:36])=[O:33])[CH2:29][CH2:28]4.